This data is from Reaction yield outcomes from USPTO patents with 853,638 reactions. The task is: Predict the reaction yield, written as a fraction of the theoretical maximum amount of product (1.0 means a 100% yield; for example, 0.34 means a 34% yield). (1) The reactants are [CH3:1][O:2][C:3](=[O:12])[C:4]1[CH:9]=[CH:8][C:7]([C:10]#[N:11])=[CH:6][CH:5]=1.P([O-])(OCC)(SCC)=[S:14]. The catalyst is O. The product is [NH2:11][C:10]([C:7]1[CH:8]=[CH:9][C:4]([C:3]([O:2][CH3:1])=[O:12])=[CH:5][CH:6]=1)=[S:14]. The yield is 0.780. (2) The reactants are [OH:1][C:2]1[CH:7]=[CH:6][CH:5]=[CH:4][C:3]=1[C:8](=[O:10])[CH3:9].[CH2:11](Br)[C:12]1[CH:17]=[CH:16][CH:15]=[CH:14][CH:13]=1.C([O-])([O-])=O.[K+].[K+]. The catalyst is CC(C)=O. The product is [CH2:11]([O:1][C:2]1[CH:7]=[CH:6][CH:5]=[CH:4][C:3]=1[C:8](=[O:10])[CH3:9])[C:12]1[CH:17]=[CH:16][CH:15]=[CH:14][CH:13]=1. The yield is 0.880. (3) The reactants are N1C=CC=CC=1.[S:15](O[S:15]([C:18]([F:21])([F:20])[F:19])(=[O:17])=[O:16])([C:18]([F:21])([F:20])[F:19])(=[O:17])=[O:16].[Cl:22][C:23]1([CH:30]=[CH:29][CH:28]=[CH:27][C:25]1([Cl:31])O)O. The catalyst is C(Cl)Cl. The product is [Cl:22][C:23]1[CH:30]=[C:29]([S:15]([C:18]([F:21])([F:20])[F:19])(=[O:17])=[O:16])[C:28]([S:15]([C:18]([F:19])([F:20])[F:21])(=[O:16])=[O:17])=[CH:27][C:25]=1[Cl:31]. The yield is 0.860. (4) The reactants are C[Mg]Br.C([O:6][CH2:7][CH3:8])C.[OH:9][C:10]1[C:17]([CH:18]([CH3:20])[CH3:19])=[CH:16][C:15]([CH:21]([CH3:23])[CH3:22])=[CH:14][C:11]=1C#N.Cl. The catalyst is O.C1COCC1. The product is [OH:9][C:10]1[C:17]([CH:18]([CH3:19])[CH3:20])=[CH:16][C:15]([CH:21]([CH3:23])[CH3:22])=[CH:14][C:11]=1[C:7](=[O:6])[CH3:8]. The yield is 0.125. (5) The reactants are [C:1]([C:4]1[C:9]([C:10]2[CH:15]=[CH:14][CH:13]=[CH:12][CH:11]=2)=[N:8][N:7]([CH2:16][CH3:17])[C:6](=[O:18])[C:5]=1[N+:19]([O-])=O)(=[O:3])[CH3:2].[CH3:22][O:23][C:24]([C:26]1[CH:27]=[CH:28][C:29](N)=[C:30]2[C:35]=1[N:34]=[CH:33][CH:32]=[CH:31]2)=[O:25]. The catalyst is C(O)C. The product is [C:1]([C:4]1[C:9]([C:10]2[CH:15]=[CH:14][CH:13]=[CH:12][CH:11]=2)=[N:8][N:7]([CH2:16][CH3:17])[C:6](=[O:18])[C:5]=1[NH:19][C:29]1[CH:28]=[CH:27][C:26]([C:24]([O:23][CH3:22])=[O:25])=[C:35]2[C:30]=1[CH:31]=[CH:32][CH:33]=[N:34]2)(=[O:3])[CH3:2]. The yield is 0.0300.